Predict the reactants needed to synthesize the given product. From a dataset of Full USPTO retrosynthesis dataset with 1.9M reactions from patents (1976-2016). (1) Given the product [CH3:14][C:15]1[CH:24]=[CH:23][CH:22]=[C:17]2[C:16]=1[C:21]([CH2:12][OH:13])=[CH:20][CH:19]=[CH:18]2, predict the reactants needed to synthesize it. The reactants are: [K].C1C2C(=CC=CC=2)C=CC=1.[CH2:12]1[C:21]2[C:16]3[C:17](=[CH:22][CH:23]=[CH:24][C:15]=3[CH2:14][O:13]1)[CH:18]=[CH:19][CH:20]=2. (2) The reactants are: [C:1]1([C:7]2[O:8][C:9]([C:38](F)(F)F)=[C:10]([C:12]([NH:14][C:15]3[CH:20]=[CH:19][C:18]([C:21]4[S:25][C:24]([CH:26]5[CH2:31][CH2:30][CH:29]([CH2:32][C:33]([O:35][CH2:36][CH3:37])=[O:34])[CH2:28][CH2:27]5)=[N:23][CH:22]=4)=[CH:17][CH:16]=3)=[O:13])[N:11]=2)[CH:6]=[CH:5][CH:4]=[CH:3][CH:2]=1.NC1C=CC(C2SC(C3CCC(CC(OCC)=O)CC3)=NC=2)=CC=1.CC1OC(C2C=CC=CC=2)=NC=1C(O)=O. Given the product [CH3:38][C:9]1[O:8][C:7]([C:1]2[CH:2]=[CH:3][CH:4]=[CH:5][CH:6]=2)=[N:11][C:10]=1[C:12]([NH:14][C:15]1[CH:20]=[CH:19][C:18]([C:21]2[S:25][C:24]([CH:26]3[CH2:31][CH2:30][CH:29]([CH2:32][C:33]([O:35][CH2:36][CH3:37])=[O:34])[CH2:28][CH2:27]3)=[N:23][CH:22]=2)=[CH:17][CH:16]=1)=[O:13], predict the reactants needed to synthesize it. (3) Given the product [Cl:66][C:62]1[CH:61]=[C:60]2[C:65](=[CH:64][CH:63]=1)[N:57]([S:44]([C:38]1[CH:39]=[CH:40][CH:41]=[C:42]3[C:37]=1[N:36]=[CH:35][C:34]([CH3:33])=[CH:43]3)(=[O:46])=[O:45])[CH:58]=[C:59]2[C:76]1[CH:77]=[CH:78][C:79]([O:80][CH3:81])=[C:74]([O:73][CH:68]2[CH2:69][CH2:70][CH2:71][CH2:72]2)[CH:75]=1, predict the reactants needed to synthesize it. The reactants are: C1(S(N2C3C(=CC=CC=3)C(Br)=C2)(=O)=O)C=CC=CC=1.COC1C=C(B(O)O)C=CC=1OC.[CH3:33][C:34]1[CH:35]=[N:36][C:37]2[C:42]([CH:43]=1)=[CH:41][CH:40]=[CH:39][C:38]=2[S:44](Cl)(=[O:46])=[O:45].C1(S([N:57]2[C:65]3[C:60](=[CH:61][C:62]([Cl:66])=[CH:63][CH:64]=3)[C:59](Br)=[CH:58]2)(=O)=O)C=CC=CC=1.[CH:68]1([O:73][C:74]2[CH:75]=[C:76](B(O)O)[CH:77]=[CH:78][C:79]=2[O:80][CH3:81])[CH2:72][CH2:71][CH2:70][CH2:69]1. (4) Given the product [Cl:34][C:15]1[C:14]([C:18]2[CH:23]=[CH:22][CH:21]=[CH:20][CH:19]=2)=[N:13][N:12]=[C:11]2[N:10]([CH2:24][CH2:25][N:26]3[CH2:31][CH2:30][O:29][CH2:28][CH2:27]3)[N:9]=[C:8]([C:5]3[CH:6]=[CH:7][C:2]([F:1])=[CH:3][CH:4]=3)[C:16]=12, predict the reactants needed to synthesize it. The reactants are: [F:1][C:2]1[CH:7]=[CH:6][C:5]([C:8]2[C:16]3[C:15](O)=[C:14]([C:18]4[CH:23]=[CH:22][CH:21]=[CH:20][CH:19]=4)[N:13]=[N:12][C:11]=3[N:10]([CH2:24][CH2:25][N:26]3[CH2:31][CH2:30][O:29][CH2:28][CH2:27]3)[N:9]=2)=[CH:4][CH:3]=1.O=P(Cl)(Cl)[Cl:34]. (5) Given the product [CH3:8][C:7]1([CH3:11])[CH:6]([C:4]([OH:3])=[O:5])[CH:24]1[C:22]([OH:16])=[O:23], predict the reactants needed to synthesize it. The reactants are: CC[O:3][C:4]([CH:6]1[C:8](C)(C)[CH:7]1[CH:11]=C(C)C)=[O:5].[Mn]([O-])(=O)(=O)=[O:16].[K+].C[C:22]([CH3:24])=[O:23]. (6) Given the product [CH3:3][C:2]([Si:5]([CH3:25])([CH3:26])[O:6][CH2:7][C:8]1[CH:13]=[C:12]([O:14][CH3:15])[N:11]=[C:10]([CH2:16][CH2:17][C:18]([O:20][CH2:21][CH2:22][CH2:23][CH3:24])=[O:19])[CH:9]=1)([CH3:1])[CH3:4], predict the reactants needed to synthesize it. The reactants are: [CH3:1][C:2]([Si:5]([CH3:26])([CH3:25])[O:6][CH2:7][C:8]1[CH:13]=[C:12]([O:14][CH3:15])[N:11]=[C:10](/[CH:16]=[CH:17]/[C:18]([O:20][CH2:21][CH2:22][CH2:23][CH3:24])=[O:19])[CH:9]=1)([CH3:4])[CH3:3]. (7) Given the product [O:50]=[S:40]1(=[O:49])[C:41]2[CH:47]=[C:46]([N:1]3[CH2:5][CH2:4][CH2:3][CH2:2]3)[CH:45]=[CH:44][C:42]=2[NH:43][C:38]([C:22]2[C:23](=[O:37])[N:24]([CH2:32][CH2:33][CH:34]([CH3:35])[CH3:36])[C@@H:25]3[C@H:30]([C:21]=2[OH:20])[C@@H:29]2[CH2:31][C@H:26]3[CH2:27][CH2:28]2)=[N:39]1, predict the reactants needed to synthesize it. The reactants are: [NH:1]1[CH2:5][CH2:4][CH2:3][CH2:2]1.N(CC(O)=O)C.P([O-])([O-])([O-])=O.[K+].[K+].[K+].[OH:20][C:21]1[C@H:30]2[C@H:25]([C@H:26]3[CH2:31][C@@H:29]2[CH2:28][CH2:27]3)[N:24]([CH2:32][CH2:33][CH:34]([CH3:36])[CH3:35])[C:23](=[O:37])[C:22]=1[C:38]1[NH:43][C:42]2[CH:44]=[CH:45][C:46](I)=[CH:47][C:41]=2[S:40](=[O:50])(=[O:49])[N:39]=1. (8) Given the product [Cl:19][C:10]([CH:9]([CH2:8][C:4]1[CH:5]=[CH:6][CH:7]=[C:2]([Cl:1])[CH:3]=1)[C:13]([O:15][CH3:16])=[O:14])=[O:11], predict the reactants needed to synthesize it. The reactants are: [Cl:1][C:2]1[CH:3]=[C:4]([CH2:8][CH:9]([C:13]([O:15][CH3:16])=[O:14])[C:10](O)=[O:11])[CH:5]=[CH:6][CH:7]=1.S(Cl)([Cl:19])=O.CN(C)C=O. (9) Given the product [C:13]([O:21][CH2:22][C:10]1[CH:25]=[N:8][N:7]([C:1]2[CH:2]=[CH:3][CH:4]=[CH:5][CH:6]=2)[CH:11]=1)(=[O:20])[C:14]1[CH:19]=[CH:18][CH:17]=[CH:16][CH:15]=1, predict the reactants needed to synthesize it. The reactants are: [C:1]1([N+:7]2[N-:8]O[C:10](=O)[CH:11]=2)[CH:6]=[CH:5][CH:4]=[CH:3][CH:2]=1.[C:13]([O:21][CH2:22]C#C)(=[O:20])[C:14]1[CH:19]=[CH:18][CH:17]=[CH:16][CH:15]=1.[CH3:25]COC(C)=O.C1CCCCC1.